From a dataset of NCI-60 drug combinations with 297,098 pairs across 59 cell lines. Regression. Given two drug SMILES strings and cell line genomic features, predict the synergy score measuring deviation from expected non-interaction effect. Drug 1: CC(CN1CC(=O)NC(=O)C1)N2CC(=O)NC(=O)C2. Drug 2: C1=CN(C=N1)CC(O)(P(=O)(O)O)P(=O)(O)O. Cell line: MALME-3M. Synergy scores: CSS=2.68, Synergy_ZIP=-4.01, Synergy_Bliss=-5.67, Synergy_Loewe=-7.01, Synergy_HSA=-5.92.